Dataset: Catalyst prediction with 721,799 reactions and 888 catalyst types from USPTO. Task: Predict which catalyst facilitates the given reaction. (1) Reactant: BrC1C=C(OC)C=CC=1S(Cl)(=O)=O.[Br:14][C:15]1[CH:20]=[CH:19][C:18]([S:21](Cl)(=[O:23])=[O:22])=[C:17]([O:25][CH3:26])[CH:16]=1.CCN(CC)CC.[NH2:34][CH:35]1[CH2:40][CH2:39][N:38]([C:41]([O:43][C:44]([CH3:47])([CH3:46])[CH3:45])=[O:42])[CH2:37][CH2:36]1. Product: [C:44]([O:43][C:41]([N:38]1[CH2:39][CH2:40][CH:35]([NH:34][S:21]([C:18]2[CH:19]=[CH:20][C:15]([Br:14])=[CH:16][C:17]=2[O:25][CH3:26])(=[O:23])=[O:22])[CH2:36][CH2:37]1)=[O:42])([CH3:47])([CH3:45])[CH3:46]. The catalyst class is: 1. (2) Reactant: CS(Cl)(=O)=O.[Cl:6][C:7]1[CH:8]=[C:9]([CH:27]=[CH:28][C:29]=1[O:30][CH2:31][C:32]1[CH:37]=[CH:36][CH:35]=[C:34]([F:38])[CH:33]=1)[NH:10][C:11]1[C:16]([C:17]#[C:18][C:19]2[N:24]=[C:23]([CH2:25]O)[CH:22]=[CH:21][CH:20]=2)=[CH:15][N:14]=[CH:13][N:12]=1.[CH3:39][O:40][CH2:41][CH2:42][NH2:43].O. Product: [Cl:6][C:7]1[CH:8]=[C:9]([NH:10][C:11]2[C:16]([C:17]#[C:18][C:19]3[CH:20]=[CH:21][CH:22]=[C:23]([CH2:25][NH:43][CH2:42][CH2:41][O:40][CH3:39])[N:24]=3)=[CH:15][N:14]=[CH:13][N:12]=2)[CH:27]=[CH:28][C:29]=1[O:30][CH2:31][C:32]1[CH:37]=[CH:36][CH:35]=[C:34]([F:38])[CH:33]=1. The catalyst class is: 2. (3) Product: [C:55]([N:52]1[CH2:51][CH2:50][N:49]([C:46]2[CH:47]=[CH:48][C:43]([NH:42][C:25]3[N:26]=[CH:27][C:22]4[C:21](=[O:32])[N:20]([C:14]5[C:13]([Cl:12])=[CH:18][CH:17]=[CH:16][C:15]=5[Cl:19])[CH:31]=[CH:30][C:23]=4[N:24]=3)=[CH:44][CH:45]=2)[CH2:54][CH2:53]1)(=[O:57])[CH3:56]. The catalyst class is: 390. Reactant: C1C=C(Cl)C=C(C(OO)=O)C=1.[Cl:12][C:13]1[CH:18]=[CH:17][CH:16]=[C:15]([Cl:19])[C:14]=1[N:20]1[CH:31]=[CH:30][C:23]2[N:24]=[C:25](SC)[N:26]=[CH:27][C:22]=2[C:21]1=[O:32].CCN(C(C)C)C(C)C.[NH2:42][C:43]1[CH:48]=[CH:47][C:46]([N:49]2[CH2:54][CH2:53][N:52]([C:55](=[O:57])[CH3:56])[CH2:51][CH2:50]2)=[CH:45][CH:44]=1. (4) Reactant: [CH2:1]([N:8]([CH2:15][C:16]1[C:21](Cl)=[N:20][C:19]([N:23]([CH3:27])[CH:24]([CH3:26])[CH3:25])=[CH:18][N:17]=1)[CH2:9][C@@H:10]([OH:14])[CH2:11][O:12][CH3:13])[C:2]1[CH:7]=[CH:6][CH:5]=[CH:4][CH:3]=1.CC(C)([O-])C.[K+].O. Product: [CH2:1]([N:8]1[CH2:15][C:16]2[N:17]=[CH:18][C:19]([N:23]([CH3:27])[CH:24]([CH3:26])[CH3:25])=[N:20][C:21]=2[O:14][C@@H:10]([CH2:11][O:12][CH3:13])[CH2:9]1)[C:2]1[CH:7]=[CH:6][CH:5]=[CH:4][CH:3]=1. The catalyst class is: 3. (5) Reactant: [Br:1][C:2]1[C:3]([NH2:11])=[N:4][CH:5]=[C:6]([CH:8]2[CH2:10][CH2:9]2)[CH:7]=1.Cl[C:13]([C:16]([O:18][CH2:19][CH3:20])=[O:17])=[CH:14][O-].[K+].S(=O)(=O)(O)O.[OH-].[Na+]. Product: [Br:1][C:2]1[C:3]2[N:4]([C:13]([C:16]([O:18][CH2:19][CH3:20])=[O:17])=[CH:14][N:11]=2)[CH:5]=[C:6]([CH:8]2[CH2:9][CH2:10]2)[CH:7]=1. The catalyst class is: 8. (6) Reactant: C(OC([N:8]1[CH2:13][CH:12]=[C:11]([C:14]2[CH:19]=[CH:18][C:17]([C:20]3[O:24][C:23]([NH:25][C:26]4[CH:31]=[CH:30][CH:29]=[C:28]([Cl:32])[CH:27]=4)=[N:22][CH:21]=3)=[CH:16][CH:15]=2)[CH2:10][CH2:9]1)=O)(C)(C)C.Cl. Product: [Cl:32][C:28]1[CH:27]=[C:26]([NH:25][C:23]2[O:24][C:20]([C:17]3[CH:18]=[CH:19][C:14]([C:11]4[CH2:12][CH2:13][NH:8][CH2:9][CH:10]=4)=[CH:15][CH:16]=3)=[CH:21][N:22]=2)[CH:31]=[CH:30][CH:29]=1. The catalyst class is: 71.